This data is from Reaction yield outcomes from USPTO patents with 853,638 reactions. The task is: Predict the reaction yield, written as a fraction of the theoretical maximum amount of product (1.0 means a 100% yield; for example, 0.34 means a 34% yield). The reactants are [C:1]1([N:7]2[CH2:12][CH2:11][NH:10][CH2:9][C:8]2=[O:13])[CH:6]=[CH:5][CH:4]=[CH:3][CH:2]=1.C(N(CC)CC)C.[F:21][C:22]([F:33])([F:32])[C:23](O[C:23](=[O:24])[C:22]([F:33])([F:32])[F:21])=[O:24]. The catalyst is C(Cl)Cl. The product is [C:1]1([N:7]2[CH2:12][CH2:11][N:10]([C:23](=[O:24])[C:22]([F:33])([F:32])[F:21])[CH2:9][C:8]2=[O:13])[CH:2]=[CH:3][CH:4]=[CH:5][CH:6]=1. The yield is 0.620.